This data is from Catalyst prediction with 721,799 reactions and 888 catalyst types from USPTO. The task is: Predict which catalyst facilitates the given reaction. (1) Reactant: [SH:1][C:2]1[S:3][C:4]2[CH2:14][CH2:13][C:12]3[C:7](=[CH:8][CH:9]=[CH:10][C:11]=3[O:15][CH2:16][C:17]([O:19][CH2:20][CH3:21])=[O:18])[C:5]=2[N:6]=1.[C:22]1([CH:28]([C:31]2[CH:36]=[CH:35][CH:34]=[CH:33][CH:32]=2)[CH2:29]I)[CH:27]=[CH:26][CH:25]=[CH:24][CH:23]=1.C(=O)([O-])[O-].[K+].[K+]. Product: [C:22]1([CH:28]([C:31]2[CH:32]=[CH:33][CH:34]=[CH:35][CH:36]=2)[CH2:29][S:1][C:2]2[S:3][C:4]3[CH2:14][CH2:13][C:12]4[C:7](=[CH:8][CH:9]=[CH:10][C:11]=4[O:15][CH2:16][C:17]([O:19][CH2:20][CH3:21])=[O:18])[C:5]=3[N:6]=2)[CH:27]=[CH:26][CH:25]=[CH:24][CH:23]=1. The catalyst class is: 35. (2) Reactant: [CH3:1][C:2]1([NH:15][C:16]([N:18]2[CH:25]3[CH2:26][CH:21]4[O:22][CH:23]([CH2:27][CH:19]2[CH2:20]4)[CH2:24]3)=[O:17])[CH2:7][CH2:6][N:5](C(OC(C)(C)C)=O)[CH2:4][CH2:3]1.[ClH:28]. Product: [ClH:28].[CH3:1][C:2]1([NH:15][C:16]([N:18]2[CH:25]3[CH2:26][CH:21]4[O:22][CH:23]([CH2:27][CH:19]2[CH2:20]4)[CH2:24]3)=[O:17])[CH2:3][CH2:4][NH:5][CH2:6][CH2:7]1. The catalyst class is: 12. (3) Reactant: [CH3:1][O:2][CH2:3][C:4]1[S:5][CH:6]=[C:7]([CH2:9][N:10]2[CH2:14][CH2:13][N:12]([C@@H:15]([C:23]([CH3:26])([CH3:25])[CH3:24])[C:16]([O:18]C(C)(C)C)=[O:17])[C:11]2=[O:27])[N:8]=1.[F:28][C:29]([F:34])([F:33])[C:30]([OH:32])=[O:31]. Product: [F:28][C:29]([F:34])([F:33])[C:30]([OH:32])=[O:31].[CH3:1][O:2][CH2:3][C:4]1[S:5][CH:6]=[C:7]([CH2:9][N:10]2[CH2:14][CH2:13][N:12]([C@@H:15]([C:23]([CH3:25])([CH3:24])[CH3:26])[C:16]([OH:18])=[O:17])[C:11]2=[O:27])[N:8]=1. The catalyst class is: 4. (4) Reactant: [OH:1][CH2:2][CH2:3][CH2:4][CH2:5][CH2:6][C:7]1[CH:12]=[CH:11][C:10]([CH2:13][CH2:14][C:15]2[C:24]([CH3:25])=[C:23]([O:26][Si:27]([C:30]([CH3:33])([CH3:32])[CH3:31])([CH3:29])[CH3:28])[C:22]3[C:17](=[CH:18][CH:19]=[CH:20][CH:21]=3)[N:16]=2)=[CH:9][CH:8]=1.CN(C1C=CC=CN=1)C.[C:43]1([CH3:53])[CH:48]=[CH:47][C:46]([S:49](Cl)(=[O:51])=[O:50])=[CH:45][CH:44]=1.C(N(C(C)C)CC)(C)C. Product: [S:49]([O:1][CH2:2][CH2:3][CH2:4][CH2:5][CH2:6][C:7]1[CH:12]=[CH:11][C:10]([CH2:13][CH2:14][C:15]2[C:24]([CH3:25])=[C:23]([O:26][Si:27]([C:30]([CH3:33])([CH3:32])[CH3:31])([CH3:29])[CH3:28])[C:22]3[C:17](=[CH:18][CH:19]=[CH:20][CH:21]=3)[N:16]=2)=[CH:9][CH:8]=1)([C:46]1[CH:47]=[CH:48][C:43]([CH3:53])=[CH:44][CH:45]=1)(=[O:51])=[O:50]. The catalyst class is: 232. (5) Reactant: [CH3:1][C:2]([C:4]1[CH:9]=[CH:8][C:7]([F:10])=[C:6]([Br:11])[CH:5]=1)=O.[CH3:12]OC(OC)N(C)C.Cl.[C:21]([NH2:24])(=[NH:23])[CH3:22].CC(C)([O-])C.[K+]. Product: [CH3:22][C:21]1[N:24]=[C:2]([C:4]2[CH:9]=[CH:8][C:7]([F:10])=[C:6]([Br:11])[CH:5]=2)[CH:1]=[CH:12][N:23]=1. The catalyst class is: 827. (6) Reactant: S(Cl)(Cl)=O.[Cl:5][C:6]1[CH:14]=[CH:13][C:9]([C:10]([OH:12])=O)=[C:8]([O:15][CH3:16])[CH:7]=1.[CH3:17][N:18]1[CH2:23][CH2:22][NH:21][CH2:20][CH2:19]1. Product: [Cl:5][C:6]1[CH:14]=[CH:13][C:9]([C:10]([N:21]2[CH2:22][CH2:23][N:18]([CH3:17])[CH2:19][CH2:20]2)=[O:12])=[C:8]([O:15][CH3:16])[CH:7]=1. The catalyst class is: 85. (7) Reactant: [CH2:1]([O:3][C:4]([C:6]1[N:7]([CH3:16])[C:8]([CH2:14][CH3:15])=[C:9]([C:12]#[N:13])[C:10]=1N)=[O:5])[CH3:2].[I:17]CI.C(#N)C.N(OCCC(C)C)=O. Product: [CH2:1]([O:3][C:4]([C:6]1[N:7]([CH3:16])[C:8]([CH2:14][CH3:15])=[C:9]([C:12]#[N:13])[C:10]=1[I:17])=[O:5])[CH3:2]. The catalyst class is: 194.